This data is from Full USPTO retrosynthesis dataset with 1.9M reactions from patents (1976-2016). The task is: Predict the reactants needed to synthesize the given product. (1) Given the product [CH2:12]([C:2]1[CH:3]=[N:4][C:5]2[C:10]([CH:11]=1)=[CH:9][CH:8]=[CH:7][CH:6]=2)[CH3:13], predict the reactants needed to synthesize it. The reactants are: Br[C:2]1[CH:3]=[N:4][C:5]2[C:10]([CH:11]=1)=[CH:9][CH:8]=[CH:7][CH:6]=2.[CH2:12]([Zn]CC)[CH3:13].[NH4+].[Cl-]. (2) Given the product [Si:34]([O:41][CH:42]([C:46]1[CH:47]=[CH:48][C:49]([C:52]#[N:53])=[CH:50][CH:51]=1)[C:43]([O:33][CH2:32][C:30]1[N:29]=[CH:28][N:27]([C:8]([C:21]2[CH:22]=[CH:23][CH:24]=[CH:25][CH:26]=2)([C:15]2[CH:16]=[CH:17][CH:18]=[CH:19][CH:20]=2)[C:9]2[CH:14]=[CH:13][CH:12]=[CH:11][CH:10]=2)[CH:31]=1)=[O:44])([C:37]([CH3:40])([CH3:39])[CH3:38])([CH3:36])[CH3:35], predict the reactants needed to synthesize it. The reactants are: C(N(CC)CC)C.[C:8]([N:27]1[CH:31]=[C:30]([CH2:32][OH:33])[N:29]=[CH:28]1)([C:21]1[CH:26]=[CH:25][CH:24]=[CH:23][CH:22]=1)([C:15]1[CH:20]=[CH:19][CH:18]=[CH:17][CH:16]=1)[C:9]1[CH:14]=[CH:13][CH:12]=[CH:11][CH:10]=1.[Si:34]([O:41][CH:42]([C:46]1[CH:51]=[CH:50][C:49]([C:52]#[N:53])=[CH:48][CH:47]=1)[C:43](O)=[O:44])([C:37]([CH3:40])([CH3:39])[CH3:38])([CH3:36])[CH3:35].